From a dataset of Forward reaction prediction with 1.9M reactions from USPTO patents (1976-2016). Predict the product of the given reaction. (1) Given the reactants [NH:1]1[CH2:6][CH2:5][CH:4]([C:7]([NH2:9])=O)[CH2:3][CH2:2]1.Br[CH2:11][CH2:12][CH2:13][O:14][CH3:15].C(=O)([O-])[O-].[K+].[K+], predict the reaction product. The product is: [CH3:15][O:14][CH2:13][CH2:12][CH2:11][N:1]1[CH2:6][CH2:5][CH:4]([CH2:7][NH2:9])[CH2:3][CH2:2]1. (2) Given the reactants [Cl:1][C:2]1[N:3]=[CH:4][C:5]([C:8]([OH:10])=O)=[N:6][CH:7]=1.C1C=CC2N(O)N=[N:17][C:15]=2C=1.O.CCN=C=NCCCN(C)C.Cl.CN1CCOCC1.CN.CO, predict the reaction product. The product is: [Cl:1][C:2]1[N:3]=[CH:4][C:5]([C:8]([NH:17][CH3:15])=[O:10])=[N:6][CH:7]=1. (3) Given the reactants [S:1]1[CH:5]=[CH:4][CH:3]=[C:2]1[CH:6]=O.[CH3:8][O:9][CH2:10][CH2:11][NH2:12].[C:13]1(=[O:24])[O:19][C:17](=O)[C:16]2=[CH:20][CH:21]=[CH:22][CH:23]=[C:15]2[CH2:14]1.[CH3:25][C:26]1[N:27]=[C:28]([NH2:31])[O:29][CH:30]=1, predict the reaction product. The product is: [CH3:8][O:9][CH2:10][CH2:11][N:12]1[CH:6]([C:2]2[S:1][CH:5]=[CH:4][CH:3]=2)[CH:14]([C:13]([NH:31][C:28]2[O:29][CH:30]=[C:26]([CH3:25])[N:27]=2)=[O:24])[C:15]2[C:16](=[CH:20][CH:21]=[CH:22][CH:23]=2)[C:17]1=[O:19]. (4) Given the reactants [C:1]1([CH2:7][CH2:8][CH:9](O)[CH:10]=[CH2:11])[CH:6]=[CH:5][CH:4]=[CH:3][CH:2]=1.S(=O)(=O)(O)[NH2:14].[CH3:18][C:19]([O:22][C:23]([O:25]C(OC(C)(C)C)=O)=O)([CH3:21])[CH3:20].[OH-].[Na+], predict the reaction product. The product is: [C:1]1([CH2:7][CH2:8][CH:9]([NH:14][C:23](=[O:25])[O:22][C:19]([CH3:21])([CH3:20])[CH3:18])[CH:10]=[CH2:11])[CH:6]=[CH:5][CH:4]=[CH:3][CH:2]=1. (5) The product is: [N:18]1[CH:24]=[CH:23][CH:22]=[CH:21][C:26]=1[C:4]#[C:3][CH2:2][CH2:1][N:5]1[CH:13]=[C:12]2[C:7]([CH:8]=[CH:9][CH:10]=[CH:11]2)=[N:6]1.[N:48]1[CH:49]=[CH:50][CH:51]=[CH:52][C:47]=1[C:17]#[C:16][CH2:15][CH2:14][N:18]1[C:26]2[C:21](=[CH:22][CH:23]=[CH:24][CH:25]=2)[CH:20]=[N:19]1. Given the reactants [CH2:1]([N:5]1[CH:13]=[C:12]2[C:7]([CH:8]=[CH:9][CH:10]=[CH:11]2)=[N:6]1)[CH2:2][C:3]#[CH:4].[CH2:14]([N:18]1[C:26]2[C:21](=[CH:22][CH:23]=[CH:24][CH:25]=2)[CH:20]=[N:19]1)[CH2:15][C:16]#[CH:17].C1C=CC(P(C2C=CC=CC=2)C2C=CC=CC=2)=CC=1.Br[C:47]1[CH:52]=[CH:51][CH:50]=[CH:49][N:48]=1, predict the reaction product. (6) Given the reactants Br[C:2]1[CH:3]=[C:4]([N:15]2[CH2:20][CH2:19][O:18][CH2:17][CH2:16]2)[C:5]([O:8][CH:9]2[CH2:14][CH2:13][O:12][CH2:11][CH2:10]2)=[N:6][CH:7]=1.[CH3:21][C:22]1[CH:28]=[CH:27][C:25]([NH2:26])=[CH:24][C:23]=1B1OC(C)(C)C(C)(C)O1, predict the reaction product. The product is: [CH3:21][C:22]1[CH:28]=[CH:27][C:25]([NH2:26])=[CH:24][C:23]=1[C:2]1[CH:7]=[N:6][C:5]([O:8][CH:9]2[CH2:14][CH2:13][O:12][CH2:11][CH2:10]2)=[C:4]([N:15]2[CH2:20][CH2:19][O:18][CH2:17][CH2:16]2)[CH:3]=1.